From a dataset of Catalyst prediction with 721,799 reactions and 888 catalyst types from USPTO. Predict which catalyst facilitates the given reaction. (1) Reactant: [Cl:1][C:2]1[CH:3]=[C:4]([CH2:12]O)[C:5]2[O:9][C:8](=[O:10])[NH:7][C:6]=2[CH:11]=1.S(Cl)([Cl:16])=O. Product: [Cl:1][C:2]1[CH:3]=[C:4]([CH2:12][Cl:16])[C:5]2[O:9][C:8](=[O:10])[NH:7][C:6]=2[CH:11]=1. The catalyst class is: 4. (2) The catalyst class is: 20. Product: [Cl:30][C:29]([Cl:32])([Cl:31])[CH2:28][O:27][C:25](=[O:26])[NH:17][C:7]1[N:8]([C:10]2[CH:11]=[CH:12][C:13]([CH3:16])=[CH:14][CH:15]=2)[N:9]=[C:5]([C:2]2([CH3:1])[CH2:3][CH2:4]2)[CH:6]=1. Reactant: [CH3:1][C:2]1([C:5]2[CH:6]=[C:7]([NH2:17])[N:8]([C:10]3[CH:15]=[CH:14][C:13]([CH3:16])=[CH:12][CH:11]=3)[N:9]=2)[CH2:4][CH2:3]1.N1C=CC=CC=1.Cl[C:25]([O:27][CH2:28][C:29]([Cl:32])([Cl:31])[Cl:30])=[O:26].ClC([O-])=O.